This data is from Catalyst prediction with 721,799 reactions and 888 catalyst types from USPTO. The task is: Predict which catalyst facilitates the given reaction. Reactant: Br[C:2]1[CH:3]=[N:4][CH:5]=[C:6]2[C:11]=1[N:10]=[C:9]([C:12]([NH:14][CH2:15][C:16]1[CH:21]=[CH:20][C:19]([S:22]([CH3:25])(=[O:24])=[O:23])=[CH:18][CH:17]=1)=[O:13])[CH:8]=[CH:7]2.[F:26][C:27]1[CH:32]=[C:31]([F:33])[CH:30]=[CH:29][C:28]=1B(O)O.C(=O)([O-])[O-].[Cs+].[Cs+]. Product: [F:26][C:27]1[CH:32]=[C:31]([F:33])[CH:30]=[CH:29][C:28]=1[C:2]1[CH:3]=[N:4][CH:5]=[C:6]2[C:11]=1[N:10]=[C:9]([C:12]([NH:14][CH2:15][C:16]1[CH:21]=[CH:20][C:19]([S:22]([CH3:25])(=[O:24])=[O:23])=[CH:18][CH:17]=1)=[O:13])[CH:8]=[CH:7]2. The catalyst class is: 688.